From a dataset of Peptide-MHC class I binding affinity with 185,985 pairs from IEDB/IMGT. Regression. Given a peptide amino acid sequence and an MHC pseudo amino acid sequence, predict their binding affinity value. This is MHC class I binding data. (1) The peptide sequence is LPFDKSTIM. The MHC is HLA-B51:01 with pseudo-sequence HLA-B51:01. The binding affinity (normalized) is 0.707. (2) The peptide sequence is WYVNHTGFNV. The MHC is HLA-A24:02 with pseudo-sequence HLA-A24:02. The binding affinity (normalized) is 0.241. (3) The peptide sequence is VLEKKVCAIT. The MHC is HLA-A02:02 with pseudo-sequence HLA-A02:02. The binding affinity (normalized) is 0.410.